Dataset: Full USPTO retrosynthesis dataset with 1.9M reactions from patents (1976-2016). Task: Predict the reactants needed to synthesize the given product. (1) Given the product [F:1][C:2]1[CH:3]=[CH:4][C:5]([NH2:14])=[C:6]([N:8]2[CH:12]=[C:11]([CH3:13])[N:10]=[CH:9]2)[CH:7]=1, predict the reactants needed to synthesize it. The reactants are: [F:1][C:2]1[CH:3]=[CH:4][C:5]([N+:14]([O-])=O)=[C:6]([N:8]2[CH:12]=[C:11]([CH3:13])[N:10]=[CH:9]2)[CH:7]=1.C([O-])=O.[NH4+]. (2) The reactants are: [CH3:1][C:2]1[CH:3]=[N:4][NH:5][CH:6]=1.[H-].[Na+].Cl[C:10]1[N:15]=[C:14]([NH:16][C@@H:17]([CH:19]2[CH2:21][CH2:20]2)[CH3:18])[N:13]=[C:12]([NH:22][C@@H:23]([CH:25]2[CH2:27][CH2:26]2)[CH3:24])[N:11]=1. Given the product [CH:19]1([C@H:17]([NH:16][C:14]2[N:13]=[C:12]([NH:22][C@@H:23]([CH:25]3[CH2:26][CH2:27]3)[CH3:24])[N:11]=[C:10]([N:4]3[CH:3]=[C:2]([CH3:1])[CH:6]=[N:5]3)[N:15]=2)[CH3:18])[CH2:20][CH2:21]1, predict the reactants needed to synthesize it. (3) The reactants are: [Cl:1][C:2]1[CH:17]=[C:16]([NH:18][C:19]2[C:20]3[N:27]([CH2:28][CH2:29][OH:30])[CH:26]=[CH:25][C:21]=3[N:22]=[CH:23][N:24]=2)[CH:15]=[CH:14][C:3]=1[O:4][C:5]1[CH:6]=[C:7]([CH:11]=[CH:12][CH:13]=1)[C:8]([OH:10])=O.[CH3:31][C:32]([NH2:41])([CH3:40])[CH2:33][N:34]1[CH2:39][CH2:38][CH2:37][CH2:36][CH2:35]1.[ClH:42].C(N=C=NCCCN(C)C)C.ON1C2C=CC=CC=2N=N1. Given the product [ClH:1].[ClH:42].[Cl:1][C:2]1[CH:17]=[C:16]([NH:18][C:19]2[C:20]3[N:27]([CH2:28][CH2:29][OH:30])[CH:26]=[CH:25][C:21]=3[N:22]=[CH:23][N:24]=2)[CH:15]=[CH:14][C:3]=1[O:4][C:5]1[CH:6]=[C:7]([CH:11]=[CH:12][CH:13]=1)[C:8]([NH:41][C:32]([CH3:40])([CH3:31])[CH2:33][N:34]1[CH2:39][CH2:38][CH2:37][CH2:36][CH2:35]1)=[O:10], predict the reactants needed to synthesize it. (4) Given the product [Cl:54][C:55]1[CH:60]=[CH:59][CH:58]=[CH:57][C:56]=1[C:15]1[CH:14]=[C:13]2[C:18]([C:19](=[O:27])[NH:20][C:11]([N:9]3[CH:10]=[C:6]([C:4]([OH:3])=[O:5])[CH:7]=[N:8]3)=[N:12]2)=[CH:17][CH:16]=1, predict the reactants needed to synthesize it. The reactants are: C([O:3][C:4]([C:6]1[CH:7]=[N:8][N:9]([C:11]2[N:20](COCCOC)[C:19](=[O:27])[C:18]3[C:13](=[CH:14][C:15](I)=[CH:16][CH:17]=3)[N:12]=2)[CH:10]=1)=[O:5])C.O=C1C2C(=CC(C3C=CC=CC=3)=CC=2)N=C(N2C=C(C(O)=O)C=N2)N1.[Cl:54][C:55]1[CH:60]=[CH:59][CH:58]=[CH:57][C:56]=1B(O)O.